Dataset: Forward reaction prediction with 1.9M reactions from USPTO patents (1976-2016). Task: Predict the product of the given reaction. (1) Given the reactants [NH2:1][C:2]1[C:3]([CH2:15][NH:16][CH:17]([CH:30]([CH3:32])[CH3:31])[C:18]([N:20]([CH3:29])[CH2:21][CH2:22][C:23]2[CH:28]=[CH:27][CH:26]=[CH:25][CH:24]=2)=[O:19])=[CH:4][C:5]([O:8][C:9]2[CH:14]=[CH:13][CH:12]=[CH:11][CH:10]=2)=[N:6][CH:7]=1.C(O)(C)C.[N:37]#[C:38]Br.[Cl:40]CCl, predict the reaction product. The product is: [ClH:40].[NH2:37][C:38]1[N:16]([CH:17]([CH:30]([CH3:32])[CH3:31])[C:18]([N:20]([CH3:29])[CH2:21][CH2:22][C:23]2[CH:28]=[CH:27][CH:26]=[CH:25][CH:24]=2)=[O:19])[CH2:15][C:3]2[CH:4]=[C:5]([O:8][C:9]3[CH:10]=[CH:11][CH:12]=[CH:13][CH:14]=3)[N:6]=[CH:7][C:2]=2[N:1]=1. (2) Given the reactants [BH3-]C#N.[Na+].[Br:5][C:6]1[CH:7]=[CH:8][C:9]([F:15])=[C:10]2[C:14]=1[NH:13][CH:12]=[CH:11]2.[OH-].[K+].C([O-])(O)=O.[Na+], predict the reaction product. The product is: [Br:5][C:6]1[CH:7]=[CH:8][C:9]([F:15])=[C:10]2[C:14]=1[NH:13][CH2:12][CH2:11]2. (3) Given the reactants [NH:1]([CH:5]([S:11][S:12][CH2:13][C@H:14]([NH2:18])[C:15]([OH:17])=[O:16])[C@H:6]([NH2:10])[C:7]([OH:9])=[O:8])[C:2]([NH2:4])=[NH:3].C1(N=C=NC2CCCCC2)CCCCC1.ON1C(=O)CCC1=O.[NH2:42][CH2:43][CH2:44][CH2:45][N:46]1[CH2:51][CH2:50][N:49]([CH2:52][CH2:53][CH2:54][NH2:55])[CH2:48][CH2:47]1, predict the reaction product. The product is: [NH2:55][CH2:54][CH2:53][CH2:52][N:49]1[CH2:48][CH2:47][N:46]([CH2:45][CH2:44][CH2:43][NH2:42])[CH2:51][CH2:50]1.[NH:1]([CH:5]([S:11][S:12][CH2:13][C@H:14]([NH2:18])[C:15]([OH:17])=[O:16])[C@H:6]([NH2:10])[C:7]([OH:9])=[O:8])[C:2]([NH2:4])=[NH:3]. (4) The product is: [C:46]([O:45][C:43]([N:40]1[CH2:41][CH2:42][CH:37]([O:15][C:12]2[CH:13]=[CH:14][C:9]([B:4]3[O:3][C:2]([CH3:16])([CH3:1])[C:6]([CH3:7])([CH3:8])[O:5]3)=[CH:10][CH:11]=2)[CH2:38][CH2:39]1)=[O:44])([CH3:49])([CH3:47])[CH3:48]. Given the reactants [CH3:1][C:2]1([CH3:16])[C:6]([CH3:8])([CH3:7])[O:5][B:4]([C:9]2[CH:14]=[CH:13][C:12]([OH:15])=[CH:11][CH:10]=2)[O:3]1.C1(P(C2C=CC=CC=2)C2C=CC=CC=2)C=CC=CC=1.O[CH:37]1[CH2:42][CH2:41][N:40]([C:43]([O:45][C:46]([CH3:49])([CH3:48])[CH3:47])=[O:44])[CH2:39][CH2:38]1.N(/C(N1CCCCC1)=O)=N\C(N1CCCCC1)=O, predict the reaction product. (5) Given the reactants [C:1]([C:3]1[CH:23]=[C:22]([C:24]2[N:29]=[C:28]([NH:30][C:31]3[CH:36]=[CH:35][C:34]([N:37]4[CH2:42][CH2:41][N:40]([CH:43]5[CH2:46][O:45][CH2:44]5)[CH2:39][CH2:38]4)=[CH:33][CH:32]=3)[N:27]=[CH:26][N:25]=2)[CH:21]=[CH:20][C:4]=1[O:5][C@H:6]1[CH2:11][CH2:10][N:9](C(OC(C)(C)C)=O)[C@H:8]([CH3:19])[CH2:7]1)#[N:2], predict the reaction product. The product is: [CH3:19][C@@H:8]1[CH2:7][C@@H:6]([O:5][C:4]2[CH:20]=[CH:21][C:22]([C:24]3[N:29]=[C:28]([NH:30][C:31]4[CH:32]=[CH:33][C:34]([N:37]5[CH2:42][CH2:41][N:40]([CH:43]6[CH2:44][O:45][CH2:46]6)[CH2:39][CH2:38]5)=[CH:35][CH:36]=4)[N:27]=[CH:26][N:25]=3)=[CH:23][C:3]=2[C:1]#[N:2])[CH2:11][CH2:10][NH:9]1.